From a dataset of HIV replication inhibition screening data with 41,000+ compounds from the AIDS Antiviral Screen. Binary Classification. Given a drug SMILES string, predict its activity (active/inactive) in a high-throughput screening assay against a specified biological target. (1) The drug is Cn1c(=O)c2c(ncn2CCCCOc2ccc3c(c2)[n+]([O-])n[c-](N)[n+]3=O)n(C)c1=O. The result is 0 (inactive). (2) The drug is Cc1cc(C)nc(NS(=O)(=O)c2ccc(NC(=O)c3cccn4c(=O)c5ccccc5nc34)cc2)n1. The result is 0 (inactive). (3) The result is 0 (inactive). The compound is CC(=O)NC(Cc1ccc2ccccc2c1)C(=O)NC(Cc1ccc(Cl)cc1)C(=O)NC(Cc1c[nH]c2ccccc12)C(=O)NC(CO)C(=O)NC(Cc1ccc(O)cc1)C(=O)NC(CCCNC(=N)N)C(=O)NC(CC(C)C)C(=O)NC(CCCNC(=N)N)C(=O)N1CCCC1C(=O)NC(C)C(N)=O. (4) The molecule is Cc1cc(O)c2c(c1)C(=O)C=CC2=O. The result is 0 (inactive). (5) The result is 0 (inactive). The drug is CC(=O)OC1CCC2C3CCc4cc(O)c(I)cc4C3CCC12C. (6) The drug is Nc1nc2ccccc2nc1N. The result is 0 (inactive).